Dataset: Forward reaction prediction with 1.9M reactions from USPTO patents (1976-2016). Task: Predict the product of the given reaction. (1) Given the reactants [CH2:1]([O:8][C:9]1[CH:25]=[C:24]([N+:26]([O-:28])=[O:27])[C:23]([CH2:29][CH2:30][Cl:31])=[CH:22][C:10]=1[NH:11][C:12]([C:18]([F:21])([F:20])[F:19])=[CH:13][C:14]([O:16][CH3:17])=[O:15])[C:2]1[CH:7]=[CH:6][CH:5]=[CH:4][CH:3]=1, predict the reaction product. The product is: [CH2:1]([O:8][C:9]1[CH:25]=[C:24]([N+:26]([O-:28])=[O:27])[C:23]([CH2:29][CH2:30][Cl:31])=[C:22]2[C:10]=1[NH:11][C:12]([C:18]([F:19])([F:20])[F:21])=[C:13]2[C:14]([O:16][CH3:17])=[O:15])[C:2]1[CH:7]=[CH:6][CH:5]=[CH:4][CH:3]=1. (2) Given the reactants C(=O)([O-])[O-].[K+].[K+].[C:7](Cl)(=[O:14])[C:8]1[CH:13]=[CH:12][CH:11]=[CH:10][CH:9]=1.[NH2:16][C:17]1([C:26]#[N:27])[CH:22]2[CH2:23][CH2:24][CH2:25][CH:18]1[CH2:19][CH2:20][CH2:21]2.C(Cl)Cl.O, predict the reaction product. The product is: [C:26]([C:17]1([NH:16][C:7](=[O:14])[C:8]2[CH:13]=[CH:12][CH:11]=[CH:10][CH:9]=2)[CH:18]2[CH2:19][CH2:20][CH2:21][CH:22]1[CH2:23][CH2:24][CH2:25]2)#[N:27]. (3) Given the reactants [C:1]([CH:3]([C:9]1[CH:18]=[CH:17][C:12]([C:13]([O:15][CH3:16])=[O:14])=[CH:11][C:10]=1[N+:19]([O-])=O)[C:4]([O:6][CH2:7][CH3:8])=[O:5])#[N:2], predict the reaction product. The product is: [NH2:2][C:1]1[NH:19][C:10]2[C:9]([C:3]=1[C:4]([O:6][CH2:7][CH3:8])=[O:5])=[CH:18][CH:17]=[C:12]([C:13]([O:15][CH3:16])=[O:14])[CH:11]=2. (4) Given the reactants [C:9](O[C:9]([O:11][C:12]([CH3:15])([CH3:14])[CH3:13])=[O:10])([O:11][C:12]([CH3:15])([CH3:14])[CH3:13])=[O:10].Cl.[NH2:17][CH2:18][C:19]1[CH:20]=[C:21]([CH:34]=[CH:35][CH:36]=1)[C:22]([N:24]1[C:33]2[C:28](=[CH:29][CH:30]=[CH:31][CH:32]=2)[CH2:27][CH2:26][CH2:25]1)=[O:23].C(N(CC)CC)C, predict the reaction product. The product is: [N:24]1([C:22]([C:21]2[CH:20]=[C:19]([CH:36]=[CH:35][CH:34]=2)[CH2:18][NH:17][C:9](=[O:10])[O:11][C:12]([CH3:13])([CH3:14])[CH3:15])=[O:23])[C:33]2[C:28](=[CH:29][CH:30]=[CH:31][CH:32]=2)[CH2:27][CH2:26][CH2:25]1. (5) Given the reactants C1(P(=O)(C2C=CC=CC=2)C2C=CC=CC=2)C=CC=CC=1.FC(F)(F)S(OS(C(F)(F)F)(=O)=O)(=O)=O.[CH3:36][C:37]1[C:45]([CH3:46])=[CH:44][C:43]([NH:47][S:48]([C:51]2[S:52][CH:53]=[CH:54][CH:55]=2)(=[O:50])=[O:49])=[C:42]2[C:38]=1[CH:39]=[C:40]([C:56]([NH:58][CH2:59][CH2:60][S:61]C(C1C=CC=CC=1)(C1C=CC=CC=1)C1C=CC=CC=1)=O)[NH:41]2.C(=O)([O-])O.[Na+], predict the reaction product. The product is: [S:61]1[CH2:60][CH2:59][N:58]=[C:56]1[C:40]1[NH:41][C:42]2[C:38]([CH:39]=1)=[C:37]([CH3:36])[C:45]([CH3:46])=[CH:44][C:43]=2[NH:47][S:48]([C:51]1[S:52][CH:53]=[CH:54][CH:55]=1)(=[O:49])=[O:50]. (6) Given the reactants [Cl:1][C:2]1[CH:3]=[CH:4][CH:5]=[C:6]2[C:10]=1[NH:9][CH:8]=[C:7]2[CH:11]1[CH2:16][CH2:15][NH:14][CH2:13][CH2:12]1.C(N(CC)CC)C.Br[CH2:25][CH2:26][C:27]([O:29]C(C)(C)C)=[O:28], predict the reaction product. The product is: [Cl:1][C:2]1[CH:3]=[CH:4][CH:5]=[C:6]2[C:10]=1[NH:9][CH:8]=[C:7]2[CH:11]1[CH2:16][CH2:15][N:14]([CH2:25][CH2:26][C:27]([OH:29])=[O:28])[CH2:13][CH2:12]1.